This data is from Forward reaction prediction with 1.9M reactions from USPTO patents (1976-2016). The task is: Predict the product of the given reaction. (1) Given the reactants P(Cl)(Cl)([Cl:3])=O.[C:6]1(=O)[C:15]2[C:10](=[CH:11][CH:12]=[CH:13][CH:14]=2)[CH2:9][CH2:8][CH2:7]1.CN(C)[CH:19]=[O:20], predict the reaction product. The product is: [Cl:3][C:6]1[C:15]2[C:10](=[CH:11][CH:12]=[CH:13][CH:14]=2)[CH2:9][CH2:8][C:7]=1[CH:19]=[O:20]. (2) Given the reactants [OH:1][C:2]1[C:3]2[N:4]([C:9]([C:13]([NH:15][CH2:16][C:17]([NH:22]C(=O)OC(C)(C)C)([CH3:21])[CH2:18][CH2:19][CH3:20])=[O:14])=[C:10]([CH3:12])[N:11]=2)[CH:5]=[C:6]([CH3:8])[CH:7]=1.[F:30][C:31]1[C:38]([F:39])=[CH:37][C:36]([F:40])=[C:35]([F:41])[C:32]=1[CH2:33]Br.C(=O)([O-])[O-].[Cs+].[Cs+].[I-].[K+].Cl, predict the reaction product. The product is: [NH2:22][C:17]([CH3:21])([CH2:18][CH2:19][CH3:20])[CH2:16][NH:15][C:13]([C:9]1[N:4]2[CH:5]=[C:6]([CH3:8])[CH:7]=[C:2]([O:1][CH2:33][C:32]3[C:35]([F:41])=[C:36]([F:40])[CH:37]=[C:38]([F:39])[C:31]=3[F:30])[C:3]2=[N:11][C:10]=1[CH3:12])=[O:14]. (3) Given the reactants C(O)(=O)C.[CH3:5][S:6][C:7]1[CH:12]=[CH:11][CH:10]=[CH:9][C:8]=1[NH:13]N.O=[C:16]1[CH2:21][CH2:20][CH2:19][CH2:18][CH:17]1[CH2:22][C:23]([O:25][CH2:26][CH3:27])=[O:24].Cl, predict the reaction product. The product is: [CH3:5][S:6][C:7]1[CH:12]=[CH:11][CH:10]=[C:9]2[C:8]=1[NH:13][C:16]1[CH:17]([CH2:22][C:23]([O:25][CH2:26][CH3:27])=[O:24])[CH2:18][CH2:19][CH2:20][C:21]2=1. (4) Given the reactants Cl[C:2]([O:4][CH2:5][C:6]1[CH:11]=[CH:10][CH:9]=[CH:8][CH:7]=1)=[O:3].[NH2:12][CH:13]1[CH2:16][CH:15]([CH2:17][O:18][C:19](=[O:26])[C:20]2[CH:25]=[CH:24][CH:23]=[CH:22][CH:21]=2)[CH2:14]1.C(N(C(C)C)CC)(C)C, predict the reaction product. The product is: [CH2:5]([O:4][C:2]([NH:12][C@@H:13]1[CH2:16][C@H:15]([CH2:17][O:18][C:19](=[O:26])[C:20]2[CH:21]=[CH:22][CH:23]=[CH:24][CH:25]=2)[CH2:14]1)=[O:3])[C:6]1[CH:11]=[CH:10][CH:9]=[CH:8][CH:7]=1. (5) Given the reactants [Mg].II.Br[CH:5]1[CH2:10][CH2:9][O:8][CH2:7][CH2:6]1.[CH:11]1([CH2:14][CH:15]=[O:16])[CH2:13][CH2:12]1, predict the reaction product. The product is: [CH:11]1([CH2:14][CH:15]([CH:5]2[CH2:10][CH2:9][O:8][CH2:7][CH2:6]2)[OH:16])[CH2:13][CH2:12]1. (6) Given the reactants [CH2:1]([O:3][CH2:4][CH2:5][CH2:6][NH2:7])[CH3:2].[F:8][C:9]1[CH:10]=[C:11]([CH:27]=[CH:28][CH:29]=1)[CH2:12][C:13]1[C:14]([CH3:26])=[N:15][C:16]2[N:17]([N:20]=[CH:21][C:22]=2[C:23](O)=[O:24])[C:18]=1[CH3:19], predict the reaction product. The product is: [CH2:1]([O:3][CH2:4][CH2:5][CH2:6][NH:7][C:23]([C:22]1[CH:21]=[N:20][N:17]2[C:18]([CH3:19])=[C:13]([CH2:12][C:11]3[CH:27]=[CH:28][CH:29]=[C:9]([F:8])[CH:10]=3)[C:14]([CH3:26])=[N:15][C:16]=12)=[O:24])[CH3:2]. (7) Given the reactants [CH3:1][N:2]([C@@H:4]1[C:27](=[O:28])[C:26]([C:29]([NH2:31])=[O:30])=[C:25]([OH:32])[C@:24]2([OH:33])[C@H:5]1[CH2:6][C@H:7]1[C:21]([C:22]2=[O:23])=[C:20]([OH:34])[C:10]2[C:11]([OH:19])=[C:12]([NH2:18])[CH:13]=[C:14]([N:15]([CH3:17])[CH3:16])[C:9]=2[CH2:8]1)[CH3:3].S([O-])([O-])=O.[Na+].[Na+].[ClH:41], predict the reaction product. The product is: [CH3:3][N:2]([C@@H:4]1[C:27](=[O:28])[C:26]([C:29]([NH2:31])=[O:30])=[C:25]([OH:32])[C@:24]2([OH:33])[C@H:5]1[CH2:6][C@H:7]1[C:21]([C:22]2=[O:23])=[C:20]([OH:34])[C:10]2[C:11]([OH:19])=[C:12]([NH2:18])[CH:13]=[C:14]([N:15]([CH3:16])[CH3:17])[C:9]=2[CH2:8]1)[CH3:1].[ClH:41]. (8) Given the reactants [Cl:1][C:2]1[CH:7]=[CH:6][C:5]([C:8]2[C:17](=[O:18])[C:16]3[C:11](=[CH:12][C:13]([OH:19])=[CH:14][CH:15]=3)[O:10][C:9]=2[CH:20]([CH3:22])[CH3:21])=[CH:4][CH:3]=1.C1N2CN3CN(C2)CN1C3.Cl.[C:34](O)(=[O:36])C, predict the reaction product. The product is: [Cl:1][C:2]1[CH:3]=[CH:4][C:5]([C:8]2[C:17](=[O:18])[C:16]3[C:11](=[C:12]([CH:34]=[O:36])[C:13]([OH:19])=[CH:14][CH:15]=3)[O:10][C:9]=2[CH:20]([CH3:22])[CH3:21])=[CH:6][CH:7]=1.